Task: Predict the reactants needed to synthesize the given product.. Dataset: Full USPTO retrosynthesis dataset with 1.9M reactions from patents (1976-2016) Given the product [OH:30][C@H:29]([CH2:21][CH2:22][C:23]1[CH:28]=[CH:27][CH:26]=[CH:25][CH:24]=1)[CH2:31][N:8]1[CH2:12][CH2:11][C@@H:10]([S:13][C:14]2[CH:19]=[CH:18][C:17]([OH:20])=[CH:16][CH:15]=2)[CH2:9]1, predict the reactants needed to synthesize it. The reactants are: FC(F)(F)C(O)=O.[NH:8]1[CH2:12][CH2:11][C@@H:10]([S:13][C:14]2[CH:19]=[CH:18][C:17]([OH:20])=[CH:16][CH:15]=2)[CH2:9]1.[CH2:21]([CH:29]1[CH2:31][O:30]1)[CH2:22][C:23]1[CH:28]=[CH:27][CH:26]=[CH:25][CH:24]=1.